The task is: Predict the product of the given reaction.. This data is from Forward reaction prediction with 1.9M reactions from USPTO patents (1976-2016). Given the reactants OC([C:5]1[CH:6]=[C:7]2[C:30](=[CH:31][CH:32]=1)[C:11]1=[N:12][O:13][C:14]([C:15]3[C:19]([C:20]([F:23])([F:22])[F:21])=[C:18]([C:24]4[CH:29]=[CH:28][CH:27]=[CH:26][CH:25]=4)[O:17][N:16]=3)=[C:10]1[CH2:9][CH2:8]2)C#N.[OH2:33].Cl.[O:35]1[CH2:40][CH2:39][O:38]CC1, predict the reaction product. The product is: [OH:35][CH:40]([C:5]1[CH:6]=[C:7]2[C:30](=[CH:31][CH:32]=1)[C:11]1=[N:12][O:13][C:14]([C:15]3[C:19]([C:20]([F:23])([F:22])[F:21])=[C:18]([C:24]4[CH:29]=[CH:28][CH:27]=[CH:26][CH:25]=4)[O:17][N:16]=3)=[C:10]1[CH2:9][CH2:8]2)[C:39]([OH:38])=[O:33].